Dataset: Forward reaction prediction with 1.9M reactions from USPTO patents (1976-2016). Task: Predict the product of the given reaction. (1) Given the reactants O=[C:2]1[C:9]2[CH:8]=[C:7]([C:10]([O:12][CH3:13])=[O:11])[NH:6][C:5]=2[CH2:4][CH2:3]1.[F:14][C:15]1[CH:16]=[C:17]([CH:21]=[CH:22][C:23]=1[F:24])[CH2:18][Mg]Br, predict the reaction product. The product is: [F:14][C:15]1[CH:16]=[C:17]([CH:21]=[CH:22][C:23]=1[F:24])[CH2:18][CH:2]1[C:9]2[CH:8]=[C:7]([C:10]([O:12][CH3:13])=[O:11])[NH:6][C:5]=2[CH2:4][CH2:3]1. (2) Given the reactants [CH2:1]([NH:8][CH2:9][C:10]1[CH:11]=[N:12][CH:13]=[CH:14][CH:15]=1)[C:2]1[CH:7]=[CH:6][CH:5]=[CH:4][CH:3]=1.[N:16]1[C:25]2[C:20](=[CH:21][CH:22]=[CH:23][C:24]=2[S:26]([NH:29][C:30]2[CH:38]=[CH:37][CH:36]=[CH:35][C:31]=2[C:32](Cl)=[O:33])(=[O:28])=[O:27])[CH:19]=[CH:18][CH:17]=1, predict the reaction product. The product is: [CH2:1]([N:8]([CH2:9][C:10]1[CH:11]=[N:12][CH:13]=[CH:14][CH:15]=1)[C:32](=[O:33])[C:31]1[CH:35]=[CH:36][CH:37]=[CH:38][C:30]=1[NH:29][S:26]([C:24]1[CH:23]=[CH:22][CH:21]=[C:20]2[C:25]=1[N:16]=[CH:17][CH:18]=[CH:19]2)(=[O:28])=[O:27])[C:2]1[CH:3]=[CH:4][CH:5]=[CH:6][CH:7]=1. (3) The product is: [CH:15]1([NH:18][C:19](=[O:37])[C:20]2[CH:21]=[C:22]([F:36])[C:23]([CH3:35])=[C:24]([C:2]3[CH:14]=[CH:13][C:5]4[C:6]([NH:9][CH:10]5[CH2:12][CH2:11]5)=[N:7][O:8][C:4]=4[CH:3]=3)[CH:25]=2)[CH2:16][CH2:17]1. Given the reactants Br[C:2]1[CH:14]=[CH:13][C:5]2[C:6]([NH:9][CH:10]3[CH2:12][CH2:11]3)=[N:7][O:8][C:4]=2[CH:3]=1.[CH:15]1([NH:18][C:19](=[O:37])[C:20]2[CH:25]=[C:24](B3OC(C)(C)C(C)(C)O3)[C:23]([CH3:35])=[C:22]([F:36])[CH:21]=2)[CH2:17][CH2:16]1.C(=O)([O-])O.[Na+], predict the reaction product. (4) Given the reactants [CH3:1][C@H:2]1[CH2:7][O:6][CH2:5][CH2:4][NH:3]1.[C:8](Cl)(=[O:10])N.CCN(C(C)C)C(C)C.[F:21][C:22]1[CH:23]=[CH:24][C:25]([NH:28][NH2:29])=[N:26][CH:27]=1, predict the reaction product. The product is: [F:21][C:22]1[CH:23]=[CH:24][C:25]([N:28]([C:8]([N:3]2[CH2:4][CH2:5][O:6][CH2:7][C@@H:2]2[CH3:1])=[O:10])[NH2:29])=[N:26][CH:27]=1. (5) Given the reactants [F:1][C:2]1[CH:10]=[CH:9][CH:8]=[C:7]2[C:3]=1[CH:4]=[CH:5][NH:6]2.[C:11](O[C:11]([C:13]([F:16])([F:15])[F:14])=[O:12])([C:13]([F:16])([F:15])[F:14])=[O:12].C(=O)(O)[O-].[Na+], predict the reaction product. The product is: [F:14][C:13]([F:16])([F:15])[C:11]([C:4]1[C:3]2[C:7](=[CH:8][CH:9]=[CH:10][C:2]=2[F:1])[NH:6][CH:5]=1)=[O:12]. (6) The product is: [ClH:27].[CH3:20][C:11]1[CH:10]=[C:9]([OH:8])[C:18]2[C:13](=[CH:14][CH:15]=[CH:16][CH:17]=2)[C:12]=1[O:30][CH2:31][CH:29]([OH:22])[CH2:28][N:42]1[CH2:41][CH2:40][N:39]([C:34]2[CH:35]=[CH:36][CH:37]=[CH:38][C:33]=2[CH3:45])[CH2:44][CH2:43]1. Given the reactants C([O:8][C:9]1[C:18]2[C:13](=[CH:14][CH:15]=[CH:16][CH:17]=2)[C:12](O)=[C:11]([CH3:20])[CH:10]=1)C1C=CC=CC=1.C(=O)([O-])[O-:22].[K+].[K+].[Cl:27][CH2:28][CH:29]1[CH2:31][O:30]1.Cl.[C:33]1([CH3:45])[CH:38]=[CH:37][CH:36]=[CH:35][C:34]=1[N:39]1[CH2:44][CH2:43][NH:42][CH2:41][CH2:40]1, predict the reaction product. (7) Given the reactants [C:1]([O:4][C:5]1[CH:36]=[CH:35][C:8]2[N:9]=[C:10]([C:12]3[CH:17]=[CH:16][C:15]([NH:18][CH2:19]/[CH:20]=[CH:21]/[Sn](CCCC)(CCCC)CCCC)=[CH:14][CH:13]=3)[S:11][C:7]=2[CH:6]=1)(=[O:3])[CH3:2].[I:37]I, predict the reaction product. The product is: [C:1]([O:4][C:5]1[CH:36]=[CH:35][C:8]2[N:9]=[C:10]([C:12]3[CH:17]=[CH:16][C:15]([NH:18][CH2:19]/[CH:20]=[CH:21]/[I:37])=[CH:14][CH:13]=3)[S:11][C:7]=2[CH:6]=1)(=[O:3])[CH3:2].